From a dataset of Peptide-MHC class II binding affinity with 134,281 pairs from IEDB. Regression. Given a peptide amino acid sequence and an MHC pseudo amino acid sequence, predict their binding affinity value. This is MHC class II binding data. (1) The peptide sequence is QFKPEEITGIMKDLD. The MHC is DRB1_1101 with pseudo-sequence DRB1_1101. The binding affinity (normalized) is 0.166. (2) The peptide sequence is MPFVTTQPEALAAAA. The MHC is DRB3_0101 with pseudo-sequence DRB3_0101. The binding affinity (normalized) is 0.424. (3) The peptide sequence is AFKVAAGAANAAPAN. The MHC is DRB1_0401 with pseudo-sequence DRB1_0401. The binding affinity (normalized) is 0.516. (4) The peptide sequence is EKKYFAATFFEPLAA. The MHC is HLA-DQA10101-DQB10501 with pseudo-sequence HLA-DQA10101-DQB10501. The binding affinity (normalized) is 0.996.